From a dataset of Forward reaction prediction with 1.9M reactions from USPTO patents (1976-2016). Predict the product of the given reaction. (1) Given the reactants [C:1]1([CH3:33])[CH:6]=[CH:5][C:4]([N:7]([CH:15]2[CH2:20][CH2:19][N:18]([CH2:21][CH2:22][C:23]3([CH2:29][C:30](O)=[O:31])[CH2:28][CH2:27][CH2:26][CH2:25][CH2:24]3)[CH2:17][CH2:16]2)[C:8]([C:10]2[O:11][CH:12]=[CH:13][CH:14]=2)=[O:9])=[CH:3][CH:2]=1.C(Cl)(=O)C(Cl)=O.C(N(CC)CC)C.[NH2:47][C:48]1[CH:53]=[N:52][CH:51]=[CH:50][N:49]=1, predict the reaction product. The product is: [N:49]1[CH:50]=[CH:51][N:52]=[CH:53][C:48]=1[NH:47][C:30]([CH2:29][C:23]1([CH2:22][CH2:21][N:18]2[CH2:19][CH2:20][CH:15]([N:7]([C:4]3[CH:5]=[CH:6][C:1]([CH3:33])=[CH:2][CH:3]=3)[C:8]([C:10]3[O:11][CH:12]=[CH:13][CH:14]=3)=[O:9])[CH2:16][CH2:17]2)[CH2:24][CH2:25][CH2:26][CH2:27][CH2:28]1)=[O:31]. (2) The product is: [Cl:1][C:2]1[N:7]=[C:6]([C:8]2[CH:9]=[N:10][CH:11]=[C:12]([Cl:14])[CH:13]=2)[C:5]2[N:15]([CH2:27][C@H:28]3[CH2:33][CH2:32][C@H:31]([CH3:34])[CH2:30][CH2:29]3)[C:16]([C:18]([C:20]3[C:25]([F:26])=[CH:24][CH:23]=[CH:22][N:21]=3)([OH:19])[CH3:35])=[N:17][C:4]=2[CH:3]=1. Given the reactants [Cl:1][C:2]1[N:7]=[C:6]([C:8]2[CH:9]=[N:10][CH:11]=[C:12]([Cl:14])[CH:13]=2)[C:5]2[N:15]([CH2:27][C@H:28]3[CH2:33][CH2:32][C@H:31]([CH3:34])[CH2:30][CH2:29]3)[C:16]([C:18]([C:20]3[C:25]([F:26])=[CH:24][CH:23]=[CH:22][N:21]=3)=[O:19])=[N:17][C:4]=2[CH:3]=1.[CH3:35][Mg]Br, predict the reaction product.